Task: Regression. Given a peptide amino acid sequence and an MHC pseudo amino acid sequence, predict their binding affinity value. This is MHC class I binding data.. Dataset: Peptide-MHC class I binding affinity with 185,985 pairs from IEDB/IMGT (1) The peptide sequence is IQFMHEQGY. The MHC is HLA-A68:02 with pseudo-sequence HLA-A68:02. The binding affinity (normalized) is 0.0847. (2) The peptide sequence is RLRAEAQVK. The binding affinity (normalized) is 0. The MHC is HLA-A68:02 with pseudo-sequence HLA-A68:02. (3) The peptide sequence is NTQGYFPDWQ. The binding affinity (normalized) is 0. The MHC is HLA-A11:01 with pseudo-sequence HLA-A11:01. (4) The peptide sequence is QALTDLGLL. The MHC is H-2-Dd with pseudo-sequence H-2-Dd. The binding affinity (normalized) is 0.0278. (5) The peptide sequence is VSVKMFDAY. The MHC is HLA-A23:01 with pseudo-sequence HLA-A23:01. The binding affinity (normalized) is 0.144. (6) The peptide sequence is FCSDALTLI. The MHC is HLA-A02:02 with pseudo-sequence HLA-A02:02. The binding affinity (normalized) is 0.717.